This data is from Catalyst prediction with 721,799 reactions and 888 catalyst types from USPTO. The task is: Predict which catalyst facilitates the given reaction. Reactant: Br[C:2]1[CH:22]=[CH:21][C:5]2[NH:6][C:7]([CH2:9][O:10][C:11]3[CH:16]=[CH:15][C:14]([C:17]([F:20])([F:19])[F:18])=[CH:13][CH:12]=3)=[N:8][C:4]=2[CH:3]=1.C([NH:27][S:28]([C:31]1[CH:36]=[CH:35][C:34]([C:37]([F:40])([F:39])[F:38])=[CH:33][C:32]=1B1OC(C)(C)C(C)(C)O1)(=[O:30])=[O:29])(C)(C)C.C(=O)([O-])[O-].[Na+].[Na+]. Product: [F:40][C:37]([F:38])([F:39])[C:34]1[CH:33]=[CH:32][C:31]([S:28]([NH2:27])(=[O:29])=[O:30])=[C:36]([C:2]2[CH:22]=[CH:21][C:5]3[NH:6][C:7]([CH2:9][O:10][C:11]4[CH:16]=[CH:15][C:14]([C:17]([F:20])([F:19])[F:18])=[CH:13][CH:12]=4)=[N:8][C:4]=3[CH:3]=2)[CH:35]=1. The catalyst class is: 149.